Dataset: Catalyst prediction with 721,799 reactions and 888 catalyst types from USPTO. Task: Predict which catalyst facilitates the given reaction. (1) Reactant: C([O:8][C:9]1[CH:10]=[C:11]2[C:16](=[CH:17][CH:18]=1)[CH2:15][CH:14]([C:19]([CH3:21])=[CH2:20])[CH2:13][CH2:12]2)C1C=CC=CC=1.C(OC1C=C2C(=CC=1)CC(=C(C)C)CC2)C1C=CC=CC=1. Product: [CH:19]([CH:14]1[CH2:13][CH2:12][C:11]2[CH:10]=[C:9]([OH:8])[CH:18]=[CH:17][C:16]=2[CH2:15]1)([CH3:21])[CH3:20]. The catalyst class is: 50. (2) Reactant: N=C=N.[NH:4]1[CH2:9][CH2:8][CH2:7][CH2:6][CH2:5]1.ClC1C=CC(S(N2CCCCC2)(=O)=O)=C[C:12]=1[CH2:13][O:14]CC(O)=O. Product: [N:4]1([C:13](=[O:14])[CH3:12])[CH2:9][CH2:8][CH2:7][CH2:6][CH2:5]1. The catalyst class is: 4. (3) Product: [Cl:1][C:2]1[CH:7]=[CH:6][C:5]([C@@H:8]2[O:9][C@H:10]([C:17]([OH:30])=[O:18])[C@@H:11]([OH:16])[C@H:12]([OH:15])[C@H:13]2[OH:14])=[CH:4][C:3]=1[CH2:19][C:20]1[CH:21]=[CH:22][C:23]([O:26][CH2:27][CH3:28])=[CH:24][CH:25]=1. The catalyst class is: 20. Reactant: [Cl:1][C:2]1[CH:7]=[CH:6][C:5]([C@H:8]2[C@H:13]([OH:14])[C@@H:12]([OH:15])[C@H:11]([OH:16])[C@@H:10]([CH2:17][OH:18])[O:9]2)=[CH:4][C:3]=1[CH2:19][C:20]1[CH:25]=[CH:24][C:23]([O:26][CH2:27][CH3:28])=[CH:22][CH:21]=1.C([O-])(O)=[O:30].[Na+].CC1(C)N([O])C(C)(C)CCC1.[K+].[Br-].Cl[O-].[Na+].Cl. (4) Reactant: [F:1][C:2]([F:11])([F:10])[C:3]1[CH:9]=[CH:8][C:6]([NH2:7])=[CH:5][CH:4]=1.[C:12]([O-])(O)=[O:13].[Na+].ClC(Cl)(OC(=O)OC(Cl)(Cl)Cl)Cl.[NH2:29][C:30]1[S:40][C:33]2[CH2:34][N:35]([CH2:38][CH3:39])[CH2:36][CH2:37][C:32]=2[C:31]=1[C:41]([NH2:43])=[O:42]. Product: [CH2:38]([N:35]1[CH2:36][CH2:37][C:32]2[C:31]([C:41]([NH2:43])=[O:42])=[C:30]([NH:29][C:12](=[O:13])[NH:7][C:6]3[CH:8]=[CH:9][C:3]([C:2]([F:10])([F:11])[F:1])=[CH:4][CH:5]=3)[S:40][C:33]=2[CH2:34]1)[CH3:39]. The catalyst class is: 168. (5) Reactant: [I:1][C:2]1[CH:3]=[C:4]2[C:8](=[CH:9][CH:10]=1)[NH:7][C:6](=[O:11])[C:5]2=O.[NH2:13][C:14]1[CH:23]=[CH:22][C:21]([N+:24]([O-:26])=[O:25])=[CH:20][C:15]=1[C:16]([NH:18][NH2:19])=[O:17]. Product: [I:1][C:2]1[CH:3]=[C:4]2[C:8](=[CH:9][CH:10]=1)[NH:7][C:6](=[O:11])[C:5]2=[N:19][NH:18][C:16](=[O:17])[C:15]1[CH:20]=[C:21]([N+:24]([O-:26])=[O:25])[CH:22]=[CH:23][C:14]=1[NH2:13]. The catalyst class is: 15. (6) Reactant: [CH3:1][O:2][C:3]([C:5]1([NH:13][CH3:14])[CH2:10][CH2:9][N:8]([O:11][CH3:12])[CH2:7][CH2:6]1)=[O:4].[CH3:15][C:16]1[CH:21]=[CH:20][C:19]([CH3:22])=[CH:18][C:17]=1[CH2:23][C:24](Cl)=[O:25].Cl. Product: [CH3:1][O:2][C:3]([C:5]1([N:13]([C:24](=[O:25])[CH2:23][C:17]2[CH:18]=[C:19]([CH3:22])[CH:20]=[CH:21][C:16]=2[CH3:15])[CH3:14])[CH2:10][CH2:9][N:8]([O:11][CH3:12])[CH2:7][CH2:6]1)=[O:4]. The catalyst class is: 300. (7) Reactant: [Br:1][C:2]1[CH:7]=[CH:6][C:5]([CH:8]=[CH:9][CH:10]=O)=[C:4]([O:12][C:13]([CH3:17])([C:15]#[CH:16])[CH3:14])[CH:3]=1.O.S([O-])([O-])(=O)=O.[Mg+2].[CH3:25][N:26]([CH3:28])[NH2:27]. Product: [Br:1][C:2]1[CH:7]=[CH:6][C:5]([CH:8]=[CH:9][CH:10]=[N:27][N:26]([CH3:28])[CH3:25])=[C:4]([O:12][C:13]([CH3:17])([C:15]#[CH:16])[CH3:14])[CH:3]=1. The catalyst class is: 2. (8) Reactant: [O:1]1[C:5]2[CH:6]=[CH:7][C:8]([C:10](=[O:19])[CH2:11][C:12]3[CH:17]=[CH:16][CH:15]=[C:14]([CH3:18])[N:13]=3)=[CH:9][C:4]=2[O:3][CH2:2]1.[Br:20]Br. Product: [Br-:20].[O:1]1[C:5]2[CH:6]=[CH:7][C:8]([C:10](=[O:19])[CH:11]([C:12]3[CH:17]=[CH:16][CH:15]=[C:14]([CH3:18])[NH+:13]=3)[Br:20])=[CH:9][C:4]=2[O:3][CH2:2]1. The catalyst class is: 15.